Dataset: Catalyst prediction with 721,799 reactions and 888 catalyst types from USPTO. Task: Predict which catalyst facilitates the given reaction. (1) Reactant: [OH:1][C@H:2]([C@H:4]([CH2:9][CH2:10][CH:11]([CH3:13])[CH3:12])[C:5]([O:7][CH3:8])=[O:6])[CH3:3].CC1(C)[C@@H]2CC[C@@]1(CS(O)(=O)=O)C(=O)C2.ClC(Cl)(Cl)C(=N)O[CH2:33][C:34]1[CH:39]=[CH:38][C:37]([O:40][CH3:41])=[CH:36][CH:35]=1. Product: [CH3:41][O:40][C:37]1[CH:38]=[CH:39][C:34]([CH2:33][O:1][C@H:2]([C@H:4]([CH2:9][CH2:10][CH:11]([CH3:13])[CH3:12])[C:5]([O:7][CH3:8])=[O:6])[CH3:3])=[CH:35][CH:36]=1. The catalyst class is: 2. (2) The catalyst class is: 5. Reactant: [CH3:1][C:2]1[C:6]([CH2:7][C:8]2[C:16]3[O:15][CH2:14][C:13](=[O:17])[C:12]=3[CH:11]=[CH:10][C:9]=2[O:18][CH3:19])=[C:5]([CH3:20])[NH:4][N:3]=1.[NH:21]1[C:29]2[C:24](=[CH:25][CH:26]=[CH:27][CH:28]=2)[C:23]([CH:30]=O)=[N:22]1.N1CCCCC1. Product: [NH:21]1[C:29]2[C:24](=[CH:25][CH:26]=[CH:27][CH:28]=2)[C:23](/[CH:30]=[C:14]2\[O:15][C:16]3[C:8]([CH2:7][C:6]4[C:2]([CH3:1])=[N:3][NH:4][C:5]=4[CH3:20])=[C:9]([O:18][CH3:19])[CH:10]=[CH:11][C:12]=3[C:13]\2=[O:17])=[N:22]1. (3) The catalyst class is: 2. Product: [CH3:13][O:7][C:6](=[O:8])[C:5]1[CH:9]=[CH:10][CH:11]=[CH:12][C:4]=1[CH2:3][C:1]#[N:2]. Reactant: [C:1]([CH2:3][C:4]1[CH:12]=[CH:11][CH:10]=[CH:9][C:5]=1[C:6]([OH:8])=[O:7])#[N:2].[CH3:13]OC(OC)N(C)C. (4) Reactant: [O:1]([C@@H:9]([CH2:14][CH2:15][OH:16])[C:10]([O:12][CH3:13])=[O:11])[Si:2]([C:5]([CH3:8])([CH3:7])[CH3:6])([CH3:4])[CH3:3].C(N(C(C)C)CC)(C)C.Cl[CH2:27][O:28][CH2:29][C:30]1[CH:35]=[CH:34][CH:33]=[CH:32][CH:31]=1.[Cl-].[NH4+]. Product: [CH2:29]([O:28][CH2:27][O:16][CH2:15][CH2:14][C@H:9]([O:1][Si:2]([C:5]([CH3:8])([CH3:7])[CH3:6])([CH3:4])[CH3:3])[C:10]([O:12][CH3:13])=[O:11])[C:30]1[CH:35]=[CH:34][CH:33]=[CH:32][CH:31]=1. The catalyst class is: 4. (5) Reactant: [Cl:1][C:2]1[C:3](=[O:25])[N:4]([CH2:13][CH2:14][C:15]2[CH:24]=[CH:23][C:18]([C:19]([O:21][CH3:22])=[O:20])=[CH:17][CH:16]=2)[C:5]([CH:9]=[CH:10][O:11]C)=[C:6]([Cl:8])[CH:7]=1.C(O)=O. Product: [Cl:1][C:2]1[C:3](=[O:25])[N:4]([CH2:13][CH2:14][C:15]2[CH:24]=[CH:23][C:18]([C:19]([O:21][CH3:22])=[O:20])=[CH:17][CH:16]=2)[C:5]([CH2:9][CH:10]=[O:11])=[C:6]([Cl:8])[CH:7]=1. The catalyst class is: 2. (6) The catalyst class is: 8. Product: [C:19]([NH:22][CH:23]([C:24]1[C:25](=[O:26])[NH:15][C:3]([C:4]2[CH:14]=[CH:13][C:7]([C:8]([O:10][CH2:11][CH3:12])=[O:9])=[CH:6][CH:5]=2)=[N:2][N:17]=1)[CH2:31][CH3:32])(=[O:21])[CH3:20]. Reactant: Cl.[NH2:2][C:3](=[NH:15])[C:4]1[CH:14]=[CH:13][C:7]([C:8]([O:10][CH2:11][CH3:12])=[O:9])=[CH:6][CH:5]=1.O.[NH2:17]N.[C:19]([NH:22][CH:23]([CH2:31][CH3:32])[C:24](=O)[C:25](OCC)=[O:26])(=[O:21])[CH3:20].